This data is from Reaction yield outcomes from USPTO patents with 853,638 reactions. The task is: Predict the reaction yield, written as a fraction of the theoretical maximum amount of product (1.0 means a 100% yield; for example, 0.34 means a 34% yield). (1) The reactants are [F:1][C:2]1[CH:7]=[CH:6][C:5]([CH3:8])=[CH:4][C:3]=1[NH:9][C:10]1[N:15]2[N:16]=[CH:17][C:18]([C:19]([OH:21])=O)=[C:14]2[N:13]=[CH:12][C:11]=1[C:22]([N:24]1[CH2:29][CH2:28][CH:27]([C:30]2[CH:35]=[CH:34][CH:33]=[CH:32][CH:31]=2)[CH2:26][CH2:25]1)=[O:23].[CH2:36]([S:38]([NH2:41])(=[O:40])=[O:39])[CH3:37]. No catalyst specified. The product is [F:1][C:2]1[CH:7]=[CH:6][C:5]([CH3:8])=[CH:4][C:3]=1[NH:9][C:10]1[N:15]2[N:16]=[CH:17][C:18]([C:19]([NH:41][S:38]([CH2:36][CH3:37])(=[O:40])=[O:39])=[O:21])=[C:14]2[N:13]=[CH:12][C:11]=1[C:22]([N:24]1[CH2:25][CH2:26][CH:27]([C:30]2[CH:35]=[CH:34][CH:33]=[CH:32][CH:31]=2)[CH2:28][CH2:29]1)=[O:23]. The yield is 0.250. (2) The reactants are [S:1]1[C:5]2[CH:6]=[CH:7][CH:8]=[CH:9][C:4]=2[N:3]=[C:2]1[C:10](=[C:13](SC)SC)[C:11]#[N:12].[CH2:18]([NH2:25])[C:19]1[CH:24]=[CH:23][CH:22]=[CH:21][CH:20]=1.O.[NH2:27][NH2:28]. The catalyst is C(O)C. The product is [S:1]1[C:5]2[CH:6]=[CH:7][CH:8]=[CH:9][C:4]=2[N:3]=[C:2]1[C:10]1[C:11]([NH2:12])=[N:27][NH:28][C:13]=1[NH:25][CH2:18][C:19]1[CH:24]=[CH:23][CH:22]=[CH:21][CH:20]=1. The yield is 0.530. (3) The reactants are [Br:1][C:2]1[C:3]([C:9]#[N:10])=[N:4][CH:5]=[C:6](Br)[CH:7]=1.[Cl-].[F:12][C:13]1[CH:20]=[CH:19][C:16]([CH2:17][Zn+])=[CH:15][CH:14]=1. The catalyst is O1CCCC1.O.C(OCC)(=O)C.Cl.C1(P(C2C=CC=CC=2)C2C=CC=CC=2)C=CC=CC=1.C1(P(C2C=CC=CC=2)C2C=CC=CC=2)C=CC=CC=1.C1(P(C2C=CC=CC=2)C2C=CC=CC=2)C=CC=CC=1.C1(P(C2C=CC=CC=2)C2C=CC=CC=2)C=CC=CC=1.[Pd]. The product is [Br:1][C:2]1[C:3]([C:9]#[N:10])=[N:4][CH:5]=[C:6]([CH2:17][C:16]2[CH:19]=[CH:20][C:13]([F:12])=[CH:14][CH:15]=2)[CH:7]=1. The yield is 0.570. (4) The reactants are C([O:4][C@H:5]1[O:26][C@H:25]([CH2:27][O:28][C:29](=[O:31])[CH3:30])[C@H:20]([O:21][C:22](=[O:24])[CH3:23])[C@H:15]([O:16][C:17](=[O:19])[CH3:18])[C@H:6]1[O:7][C:8](=[O:14])[CH2:9][CH2:10][C:11]([CH3:13])=[O:12])(=O)C.C(O)(=O)C.C(OC(=O)C)(=O)C.[BrH:43]. No catalyst specified. The product is [C:17]([O:16][C@H:15]1[C@@H:20]([O:21][C:22](=[O:24])[CH3:23])[C@@H:25]([CH2:27][O:28][C:29](=[O:31])[CH3:30])[O:26][C@:5]([Br:43])([OH:4])[C@@H:6]1[O:7][C:8](=[O:14])[CH2:9][CH2:10][C:11]([CH3:13])=[O:12])(=[O:19])[CH3:18]. The yield is 0.960.